The task is: Predict the reactants needed to synthesize the given product.. This data is from Full USPTO retrosynthesis dataset with 1.9M reactions from patents (1976-2016). (1) Given the product [CH:28]1([O:33][C:34]2[N:35]=[C:36]([C:2]3[CH:3]=[CH:4][C:5]([C@@H:8]([N:10]4[CH2:15][CH2:14][C@:13]([CH2:22][C:23]([OH:26])([CH3:25])[CH3:24])([C:16]5[CH:21]=[CH:20][CH:19]=[CH:18][CH:17]=5)[O:12][C:11]4=[O:27])[CH3:9])=[CH:6][CH:7]=3)[CH:37]=[CH:38][CH:39]=2)[CH2:29][CH2:30][CH2:31][CH2:32]1, predict the reactants needed to synthesize it. The reactants are: Br[C:2]1[CH:7]=[CH:6][C:5]([C@@H:8]([N:10]2[CH2:15][CH2:14][C@:13]([CH2:22][C:23]([OH:26])([CH3:25])[CH3:24])([C:16]3[CH:21]=[CH:20][CH:19]=[CH:18][CH:17]=3)[O:12][C:11]2=[O:27])[CH3:9])=[CH:4][CH:3]=1.[CH:28]1([O:33][C:34]2[CH:39]=[CH:38][CH:37]=[C:36](B3OC(C)(C)C(C)(C)O3)[N:35]=2)[CH2:32][CH2:31][CH2:30][CH2:29]1. (2) Given the product [C:1]([O:5][C:6](=[O:35])[NH:7][C:8]1([C:12]2[CH:13]=[CH:14][C:15]([C:18]3[N:19]=[C:20]4[CH:25]=[CH:24][C:23]([CH2:26][O:27][CH3:38])=[CH:22][N:21]4[C:28]=3[C:29]3[CH:30]=[CH:31][CH:32]=[CH:33][CH:34]=3)=[CH:16][CH:17]=2)[CH2:11][CH2:10][CH2:9]1)([CH3:4])([CH3:2])[CH3:3], predict the reactants needed to synthesize it. The reactants are: [C:1]([O:5][C:6](=[O:35])[NH:7][C:8]1([C:12]2[CH:17]=[CH:16][C:15]([C:18]3[N:19]=[C:20]4[CH:25]=[CH:24][C:23]([CH2:26][OH:27])=[CH:22][N:21]4[C:28]=3[C:29]3[CH:34]=[CH:33][CH:32]=[CH:31][CH:30]=3)=[CH:14][CH:13]=2)[CH2:11][CH2:10][CH2:9]1)([CH3:4])([CH3:3])[CH3:2].[H-].[Na+].[CH3:38]I. (3) Given the product [ClH:37].[CH3:1][S:2]([CH:5]1[CH2:10][CH2:9][C:8]([C:11]2[S:15][C:14]3[CH:16]=[C:17]([OH:20])[CH:18]=[CH:19][C:13]=3[C:12]=2[O:21][C:22]2[CH:23]=[CH:24][C:25]([O:28][CH2:29][CH2:30][N:31]3[CH2:36][CH2:35][CH2:34][CH2:33][CH2:32]3)=[CH:26][CH:27]=2)=[CH:7][CH2:6]1)(=[O:3])=[O:4], predict the reactants needed to synthesize it. The reactants are: [CH3:1][S:2]([CH:5]1[CH2:10][CH2:9][C:8]([C:11]2[S:15][C:14]3[CH:16]=[C:17]([OH:20])[CH:18]=[CH:19][C:13]=3[C:12]=2[O:21][C:22]2[CH:27]=[CH:26][C:25]([O:28][CH2:29][CH2:30][N:31]3[CH2:36][CH2:35][CH2:34][CH2:33][CH2:32]3)=[CH:24][CH:23]=2)=[CH:7][CH2:6]1)(=[O:4])=[O:3].[ClH:37]. (4) Given the product [N:8]1([C:5]2[CH:4]=[CH:3][C:2]([NH:1][NH2:13])=[CH:7][CH:6]=2)[CH:12]=[CH:11][N:10]=[CH:9]1, predict the reactants needed to synthesize it. The reactants are: [NH2:1][C:2]1[CH:7]=[CH:6][C:5]([N:8]2[CH:12]=[CH:11][N:10]=[CH:9]2)=[CH:4][CH:3]=1.[N:13]([O-])=O.[Na+].O.O.[Sn](Cl)(Cl)(Cl)Cl.[OH-].[K+]. (5) Given the product [C:1]([O:5][C:6]([N:8]1[C@H:12]([C:13](=[O:26])[NH:14][C:15]2[CH:20]=[CH:19][CH:18]=[C:17]([O:21][C:22]([F:24])([F:23])[F:25])[CH:16]=2)[CH2:11][CH2:10][C@@H:9]1[CH2:27][N:33]=[N+:34]=[N-:35])=[O:7])([CH3:2])([CH3:3])[CH3:4], predict the reactants needed to synthesize it. The reactants are: [C:1]([O:5][C:6]([N:8]1[C@H:12]([C:13](=[O:26])[NH:14][C:15]2[CH:20]=[CH:19][CH:18]=[C:17]([O:21][C:22]([F:25])([F:24])[F:23])[CH:16]=2)[CH2:11][CH2:10][C@@H:9]1[CH2:27]OS(C)(=O)=O)=[O:7])([CH3:4])([CH3:3])[CH3:2].[N-:33]=[N+:34]=[N-:35].[Na+].CCOC(C)=O.C([O-])(O)=O.[Na+]. (6) Given the product [CH3:1][C:2]1[CH:10]=[N:9][CH:8]=[CH:7][C:3]=1[C:4]([Cl:13])=[O:5], predict the reactants needed to synthesize it. The reactants are: [CH3:1][C:2]1[CH:10]=[N:9][CH:8]=[CH:7][C:3]=1[C:4](O)=[O:5].S(Cl)([Cl:13])=O. (7) Given the product [CH2:11]([CH:10]([CH2:15][CH2:14][CH2:13][CH3:12])[CH2:17][C:3]1[N:4]=[CH:5][CH:6]=[CH:7][C:2]=1[C:1]([NH2:22])=[O:9])[CH3:16], predict the reactants needed to synthesize it. The reactants are: [C:1]([OH:9])(=O)[C:2]1[CH:7]=[CH:6][CH:5]=[N:4][CH:3]=1.[C:10]1([CH3:17])[C:11]([CH3:16])=[CH:12][CH:13]=[CH:14][CH:15]=1.C(C(CCCC)C[NH2:22])C. (8) Given the product [O:38]1[CH2:39][CH2:40][O:41][CH:37]1[C:34]1[S:35][CH:36]=[C:32]([CH:1]2[C:10]3[C:5](=[CH:6][CH:7]=[CH:8][CH:9]=3)[CH2:4][CH2:3][NH:2]2)[CH:33]=1, predict the reactants needed to synthesize it. The reactants are: [CH:1]1[C:10]2[C:5](=[CH:6][CH:7]=[CH:8][CH:9]=2)[CH2:4][CH2:3][N:2]=1.B(F)(F)F.CCOCC.[Li]CCCC.CCCCCC.Br[C:32]1[CH:33]=[C:34]([CH:37]2[O:41][CH2:40][CH2:39][O:38]2)[S:35][CH:36]=1.S1C=CC=C1.